From a dataset of Full USPTO retrosynthesis dataset with 1.9M reactions from patents (1976-2016). Predict the reactants needed to synthesize the given product. (1) Given the product [C:1]([OH:5])(=[O:4])[CH:2]=[CH2:3].[C:6]([OH:11])(=[O:10])[C:7]([CH3:9])=[CH2:8], predict the reactants needed to synthesize it. The reactants are: [C:1]([OH:5])(=[O:4])[CH:2]=[CH2:3].[C:6]([OH:11])(=[O:10])[C:7]([CH3:9])=[CH2:8].N(C(C1NCCN=1)(C)C)=NC(C1NCCN=1)(C)C.S(=O)(=O)(O)O. (2) Given the product [CH3:12][C:11]([CH3:14])([CH3:13])[CH2:10][NH:9][C:7]1[C:6]([C:15]#[C:16][CH2:17][N:18]2[CH2:23][CH2:22][NH:21][CH2:20][CH2:19]2)=[CH:5][N:4]=[C:3]([C:1]#[N:2])[N:8]=1, predict the reactants needed to synthesize it. The reactants are: [C:1]([C:3]1[N:8]=[C:7]([NH:9][CH2:10][C:11]([CH3:14])([CH3:13])[CH3:12])[C:6]([C:15]#[C:16][CH2:17][N:18]2[CH2:23][CH2:22][N:21](C(O)=O)[CH2:20][CH2:19]2)=[CH:5][N:4]=1)#[N:2]. (3) Given the product [Si:14]([O:13][C@H:11]1[CH2:12][N:8]([C:6]([O:5][C:1]([CH3:4])([CH3:3])[CH3:2])=[O:7])[C@H:9]([CH3:21])[CH2:10]1)([C:17]([CH3:20])([CH3:19])[CH3:18])([CH3:16])[CH3:15], predict the reactants needed to synthesize it. The reactants are: [C:1]([O:5][C:6]([N:8]1[CH2:12][C@H:11]([O:13][Si:14]([C:17]([CH3:20])([CH3:19])[CH3:18])([CH3:16])[CH3:15])[CH2:10][C@H:9]1[CH2:21]OS(C)(=O)=O)=[O:7])([CH3:4])([CH3:3])[CH3:2].C([BH-](CC)CC)C.[Li+]. (4) Given the product [N:22]([CH:6]1[CH2:9][C:8]2([CH2:14][CH2:13][N:12]([C:15]([O:17][C:18]([CH3:21])([CH3:20])[CH3:19])=[O:16])[CH2:11][CH2:10]2)[CH2:7]1)=[N+:23]=[N-:24], predict the reactants needed to synthesize it. The reactants are: CS(O[CH:6]1[CH2:9][C:8]2([CH2:14][CH2:13][N:12]([C:15]([O:17][C:18]([CH3:21])([CH3:20])[CH3:19])=[O:16])[CH2:11][CH2:10]2)[CH2:7]1)(=O)=O.[N-:22]=[N+:23]=[N-:24].[Na+]. (5) Given the product [CH:18]([N:17]1[C:11]2[CH:10]=[C:9]([NH:8][C:6]3[CH:5]=[CH:4][N:3]=[C:2]([C:27]4[N:23]([CH3:22])[CH:24]=[N:25][CH:26]=4)[N:7]=3)[N:14]=[CH:13][C:12]=2[N:15]=[C:16]1[CH3:21])([CH3:20])[CH3:19], predict the reactants needed to synthesize it. The reactants are: Cl[C:2]1[N:7]=[C:6]([NH:8][C:9]2[N:14]=[CH:13][C:12]3[N:15]=[C:16]([CH3:21])[N:17]([CH:18]([CH3:20])[CH3:19])[C:11]=3[CH:10]=2)[CH:5]=[CH:4][N:3]=1.[CH3:22][N:23]1[C:27]([Sn](CCCC)(CCCC)CCCC)=[CH:26][N:25]=[CH:24]1.O1CCOCC1.[F-].[K+]. (6) Given the product [CH2:1]([N:5]1[C:13]2[N:12]=[C:11]([Cl:14])[NH:10][C:9]=2[C:8](=[O:15])[N:7]([CH2:16][C:17]2[O:19][N:35]=[C:25]([CH2:26][CH2:27][CH2:28][C:29]3[CH:34]=[CH:33][CH:32]=[CH:31][CH:30]=3)[N:24]=2)[C:6]1=[O:22])[CH2:2][CH2:3][CH3:4], predict the reactants needed to synthesize it. The reactants are: [CH2:1]([N:5]1[C:13]2[N:12]=[C:11]([Cl:14])[NH:10][C:9]=2[C:8](=[O:15])[N:7]([CH2:16][C:17]([O:19]CC)=O)[C:6]1=[O:22])[CH2:2][CH2:3][CH3:4].O[NH:24]/[C:25](=[N:35]\[H])/[CH2:26][CH2:27][CH2:28][C:29]1[CH:34]=[CH:33][CH:32]=[CH:31][CH:30]=1.[O-]CC.[Na+].